From a dataset of Forward reaction prediction with 1.9M reactions from USPTO patents (1976-2016). Predict the product of the given reaction. Given the reactants [CH:1]1([NH:7][C:8]2[CH:17]=[C:16]3[C:11]([C:12](=[O:35])[C:13]([NH:23][C:24](=[O:34])[CH2:25][NH:26]C(=O)OC(C)(C)C)=[CH:14][N:15]3[CH:18]([CH2:21][CH3:22])[CH2:19][CH3:20])=[CH:10][C:9]=2[F:36])[CH2:6][CH2:5][CH2:4][CH2:3][CH2:2]1.O1CCOCC1.[ClH:43], predict the reaction product. The product is: [ClH:43].[NH2:26][CH2:25][C:24]([NH:23][C:13]1[C:12](=[O:35])[C:11]2[C:16](=[CH:17][C:8]([NH:7][CH:1]3[CH2:6][CH2:5][CH2:4][CH2:3][CH2:2]3)=[C:9]([F:36])[CH:10]=2)[N:15]([CH:18]([CH2:21][CH3:22])[CH2:19][CH3:20])[CH:14]=1)=[O:34].